Dataset: Catalyst prediction with 721,799 reactions and 888 catalyst types from USPTO. Task: Predict which catalyst facilitates the given reaction. (1) Reactant: [Br:1][CH2:2][C:3](Br)=[O:4].[CH2:6]([NH:8][CH2:9][CH3:10])[CH3:7].C(N(C(C)C)C(C)C)C.O. Product: [Br:1][CH2:2][C:3]([N:8]([CH2:9][CH3:10])[CH2:6][CH3:7])=[O:4]. The catalyst class is: 56. (2) Reactant: [C:1](#[N:5])[CH2:2][CH2:3][CH3:4].[CH2:6]([OH:8])[CH3:7].[ClH:9]. Product: [ClH:9].[C:1](=[NH:5])([O:8][CH2:6][CH3:7])[CH2:2][CH2:3][CH3:4]. The catalyst class is: 740. (3) Reactant: S([O-])([O-])(=O)=O.[Na+].[Na+].Cl[C:9](Cl)(Cl)[CH:10]([OH:12])O.[CH3:15][C:16]1[CH:17]=[C:18]2[C:22](=[CH:23][C:24]=1[NH2:25])[NH:21][N:20]=[CH:19]2.Cl.[NH2:27][OH:28]. Product: [OH:28]/[N:27]=[CH:9]/[C:10]([NH:25][C:24]1[CH:23]=[C:22]2[C:18]([CH:19]=[N:20][NH:21]2)=[CH:17][C:16]=1[CH3:15])=[O:12]. The catalyst class is: 223. (4) Reactant: C[C:2]1([OH:7])CCCC1.ClC(OC1C=CC([N+]([O-])=O)=CC=1)=O.[C:21](=[O:40])([O:30][C:31]1[CH:36]=[CH:35][C:34]([N+:37]([O-:39])=[O:38])=[CH:33][CH:32]=1)[O:22][C:23]([CH3:29])([CH2:25][CH2:26]OC)[CH3:24]. Product: [C:21](=[O:40])([O:30][C:31]1[CH:32]=[CH:33][C:34]([N+:37]([O-:39])=[O:38])=[CH:35][CH:36]=1)[O:22][C:23]([CH3:24])([CH2:25][CH3:26])[CH2:29][O:7][CH3:2]. The catalyst class is: 2. (5) Reactant: Br[C:2]1[CH:6]=[C:5]([Si](C)(C)C)[S:4][C:3]=1[C:11]1[S:12][C:13]([Si](C)(C)C)=[CH:14][C:15]=1Br.C([Li])CCC.Cl[Si:27](Cl)([CH2:34][CH2:35][CH2:36][CH2:37][CH2:38][CH3:39])[CH2:28][CH2:29][CH2:30][CH2:31][CH2:32][CH3:33].O. Product: [CH2:34]([Si:27]1([CH2:28][CH2:29][CH2:30][CH2:31][CH2:32][CH3:33])[C:2]2[CH:6]=[CH:5][S:4][C:3]=2[C:11]2[S:12][CH:13]=[CH:14][C:15]1=2)[CH2:35][CH2:36][CH2:37][CH2:38][CH3:39]. The catalyst class is: 188. (6) Reactant: Br[C:2]1[CH:3]=[C:4]2[C:9](=[CH:10][CH:11]=1)[N:8]=[CH:7][C:6]([C:12]([CH:14]1[CH2:16][CH2:15]1)=[O:13])=[C:5]2[NH:17][C:18]1[CH:23]=[CH:22][CH:21]=[C:20]([CH2:24][CH2:25][N:26]2[CH2:30][CH2:29][CH2:28][CH2:27]2)[CH:19]=1.[Cl:31][C:32]1[CH:37]=[C:36](B2OC(C)(C)C(C)(C)O2)[CH:35]=[C:34]([Cl:47])[C:33]=1[OH:48]. Product: [ClH:31].[CH:14]1([C:12]([C:6]2[CH:7]=[N:8][C:9]3[C:4]([C:5]=2[NH:17][C:18]2[CH:23]=[CH:22][CH:21]=[C:20]([CH2:24][CH2:25][N:26]4[CH2:27][CH2:28][CH2:29][CH2:30]4)[CH:19]=2)=[CH:3][C:2]([C:36]2[CH:35]=[C:34]([Cl:47])[C:33]([OH:48])=[C:32]([Cl:31])[CH:37]=2)=[CH:11][CH:10]=3)=[O:13])[CH2:16][CH2:15]1. The catalyst class is: 5.